Dataset: Reaction yield outcomes from USPTO patents with 853,638 reactions. Task: Predict the reaction yield, written as a fraction of the theoretical maximum amount of product (1.0 means a 100% yield; for example, 0.34 means a 34% yield). (1) The reactants are Br[C:2]1[CH:3]=[CH:4][C:5]2[CH:9]=[CH:8][S:7][C:6]=2[CH:10]=1.BrC1C2C=CSC=2C=CC=1.[CH3:21][N:22](C=O)C. The catalyst is C1C=CC([P]([Pd]([P](C2C=CC=CC=2)(C2C=CC=CC=2)C2C=CC=CC=2)([P](C2C=CC=CC=2)(C2C=CC=CC=2)C2C=CC=CC=2)[P](C2C=CC=CC=2)(C2C=CC=CC=2)C2C=CC=CC=2)(C2C=CC=CC=2)C2C=CC=CC=2)=CC=1.[C-]#N.[C-]#N.[Zn+2]. The product is [S:7]1[CH:8]=[CH:9][C:5]2[CH:4]=[CH:3][C:2]([C:21]#[N:22])=[CH:10][C:6]1=2. The yield is 0.320. (2) The reactants are Br[C:2]1[CH:3]=[C:4]2[N:10]([C:11]([O:13][CH2:14][CH:15]([CH3:17])[CH3:16])=[O:12])[CH:9]=[N:8][C:5]2=[N:6][CH:7]=1.[CH3:18][C:19]([O:22][C:23]([N:25]1[CH2:31][C:30]2[CH:32]=[C:33](B(O)O)[CH:34]=[CH:35][C:29]=2[O:28][CH2:27][CH2:26]1)=[O:24])([CH3:21])[CH3:20].C(N(C(C)C)CC)(C)C. The catalyst is O1CCOCC1.C(OCC)(=O)C. The product is [CH3:16][CH:15]([CH3:17])[CH2:14][O:13][C:11]([N:10]1[C:4]2[C:5](=[N:6][CH:7]=[C:2]([C:33]3[CH:34]=[CH:35][C:29]4[O:28][CH2:27][CH2:26][N:25]([C:23]([O:22][C:19]([CH3:20])([CH3:18])[CH3:21])=[O:24])[CH2:31][C:30]=4[CH:32]=3)[CH:3]=2)[N:8]=[CH:9]1)=[O:12]. The yield is 0.460. (3) The reactants are O[C:2]1[C:11]2[C:6](=[CH:7][CH:8]=[C:9]([O:12][CH3:13])[CH:10]=2)[N:5]=[CH:4][C:3]=1[C:14]([O:16][CH2:17][CH3:18])=[O:15].O=P(Cl)(Cl)[Cl:21]. No catalyst specified. The product is [Cl:21][C:2]1[C:11]2[C:6](=[CH:7][CH:8]=[C:9]([O:12][CH3:13])[CH:10]=2)[N:5]=[CH:4][C:3]=1[C:14]([O:16][CH2:17][CH3:18])=[O:15]. The yield is 0.970. (4) The reactants are [Br:1][C:2]1[C:3](=[O:29])[N:4]([C:18]2[CH:23]=[C:22]([C:24](=O)[C:25]#[CH:26])[CH:21]=[CH:20][C:19]=2[CH3:28])[C:5]([CH3:17])=[N:6][C:7]=1[O:8][CH2:9][C:10]1[CH:15]=[CH:14][CH:13]=[C:12]([CH3:16])[N:11]=1.Cl.[OH:31][C:32]([CH3:37])([CH3:36])[C:33]([NH2:35])=[NH:34].C(=O)([O-])[O-].[K+].[K+]. The catalyst is C(#N)C. The product is [Br:1][C:2]1[C:3](=[O:29])[N:4]([C:18]2[CH:23]=[C:22]([C:24]3[CH:25]=[CH:26][N:35]=[C:33]([C:32]([OH:31])([CH3:37])[CH3:36])[N:34]=3)[CH:21]=[CH:20][C:19]=2[CH3:28])[C:5]([CH3:17])=[N:6][C:7]=1[O:8][CH2:9][C:10]1[CH:15]=[CH:14][CH:13]=[C:12]([CH3:16])[N:11]=1. The yield is 0.420. (5) The yield is 0.540. The catalyst is C1COCC1. The reactants are C[Si]([N-][Si](C)(C)C)(C)C.[Na+].Br[C:12](Br)=[CH:13][CH2:14][CH2:15][C:16]1[CH:17]=[C:18]([CH:21]=[CH:22][CH:23]=1)[C:19]#[N:20].[Li]CCCC. The product is [CH2:15]([C:16]1[CH:17]=[C:18]([CH:21]=[CH:22][CH:23]=1)[C:19]#[N:20])[CH2:14][C:13]#[CH:12].